Dataset: Catalyst prediction with 721,799 reactions and 888 catalyst types from USPTO. Task: Predict which catalyst facilitates the given reaction. (1) Reactant: [C:1]1([C:7]2[C:8]([CH2:16]O)=[CH:9][N:10]3[C:15]=2[CH:14]=[CH:13][CH:12]=[CH:11]3)[CH:6]=[CH:5][CH:4]=[CH:3][CH:2]=1.[N:18]1[C:26]([NH2:27])=[C:25]2[C:21]([N:22]=[CH:23][NH:24]2)=[N:20][CH:19]=1.C1C=CC(P(C2C=CC=CC=2)C2C=CC=CC=2)=CC=1.CC(OC(/N=N/C(OC(C)C)=O)=O)C. Product: [C:1]1([C:7]2[C:8]([CH2:16][N:22]3[CH:23]=[N:24][C:25]4[C:21]3=[N:20][CH:19]=[N:18][C:26]=4[NH2:27])=[CH:9][N:10]3[C:15]=2[CH:14]=[CH:13][CH:12]=[CH:11]3)[CH:6]=[CH:5][CH:4]=[CH:3][CH:2]=1. The catalyst class is: 1. (2) Reactant: [F:1][C:2]1[CH:7]=[CH:6][CH:5]=[C:4]([F:8])[C:3]=1[C:9]1[CH:10]=[C:11]2[C:15](=[CH:16][CH:17]=1)[N:14](S(C1C=CC(C)=CC=1)(=O)=O)[CH:13]=[C:12]2[C:28]1[N:33]=[C:32]([O:34][C@@H:35]2[CH2:40][CH2:39][CH2:38][N:37]([C:41]([O:43][C:44]([CH3:47])([CH3:46])[CH3:45])=[O:42])[CH2:36]2)[CH:31]=[N:30][CH:29]=1.[OH-].[Na+]. Product: [F:8][C:4]1[CH:5]=[CH:6][CH:7]=[C:2]([F:1])[C:3]=1[C:9]1[CH:10]=[C:11]2[C:15](=[CH:16][CH:17]=1)[NH:14][CH:13]=[C:12]2[C:28]1[N:33]=[C:32]([O:34][C@@H:35]2[CH2:40][CH2:39][CH2:38][N:37]([C:41]([O:43][C:44]([CH3:47])([CH3:46])[CH3:45])=[O:42])[CH2:36]2)[CH:31]=[N:30][CH:29]=1. The catalyst class is: 38. (3) Reactant: O1[C:5]2([CH2:10][CH2:9][CH:8]([N:11]3[C:16](=[O:17])[C:15]([CH2:18][C:19]4[CH:24]=[CH:23][C:22]([C:25]5[C:26]([C:31]#[N:32])=[CH:27][CH:28]=[CH:29][CH:30]=5)=[C:21]([CH3:33])[CH:20]=4)=[C:14]([CH2:34][CH2:35][CH3:36])[N:13]4[N:37]=[C:38]([CH3:40])[N:39]=[C:12]34)[CH2:7][CH2:6]2)[O:4]CC1.Cl.[OH-].[Na+]. Product: [CH3:33][C:21]1[CH:20]=[C:19]([CH2:18][C:15]2[C:16](=[O:17])[N:11]([CH:8]3[CH2:9][CH2:10][C:5](=[O:4])[CH2:6][CH2:7]3)[C:12]3[N:13]([N:37]=[C:38]([CH3:40])[N:39]=3)[C:14]=2[CH2:34][CH2:35][CH3:36])[CH:24]=[CH:23][C:22]=1[C:25]1[C:26]([C:31]#[N:32])=[CH:27][CH:28]=[CH:29][CH:30]=1. The catalyst class is: 7. (4) Product: [F:3][C:4]1[C:5]([C:12]2[CH:21]=[CH:20][C:15]([C:16]([O:18][CH3:19])=[O:17])=[CH:14][C:13]=2[C:22]2([CH2:27][O:28][CH3:31])[CH2:26][CH2:25][CH2:24][CH2:23]2)=[CH:6][C:7]([O:10][CH3:11])=[N:8][CH:9]=1. Reactant: [H-].[Na+].[F:3][C:4]1[C:5]([C:12]2[CH:21]=[CH:20][C:15]([C:16]([O:18][CH3:19])=[O:17])=[CH:14][C:13]=2[C:22]2([CH2:27][OH:28])[CH2:26][CH2:25][CH2:24][CH2:23]2)=[CH:6][C:7]([O:10][CH3:11])=[N:8][CH:9]=1.CI.[CH3:31]COC(C)=O. The catalyst class is: 3. (5) Reactant: CI.[CH3:3][N:4]([C:14]1[CH:19]=[CH:18][CH:17]=[CH:16][CH:15]=1)[C:5]1[CH:13]=[CH:12][C:8]([C:9]([OH:11])=[O:10])=[CH:7][CH:6]=1.[C:20]([O-])([O-])=O.[K+].[K+]. Product: [CH3:20][O:10][C:9](=[O:11])[C:8]1[CH:12]=[CH:13][C:5]([N:4]([CH3:3])[C:14]2[CH:19]=[CH:18][CH:17]=[CH:16][CH:15]=2)=[CH:6][CH:7]=1. The catalyst class is: 3. (6) Reactant: [H-].[Na+].[CH3:3][O:4][C:5]([C:7]1[CH:11]=[CH:10][NH:9][CH:8]=1)=[O:6].I[CH:13]([CH3:15])[CH3:14]. Product: [CH3:3][O:4][C:5]([C:7]1[CH:11]=[CH:10][N:9]([CH:13]([CH3:15])[CH3:14])[CH:8]=1)=[O:6]. The catalyst class is: 3.